From a dataset of Forward reaction prediction with 1.9M reactions from USPTO patents (1976-2016). Predict the product of the given reaction. (1) Given the reactants [Br:1][C:2]1[CH:3]=[CH:4][C:5]2[N:10]([CH2:11][C:12]3[CH:17]=[CH:16][C:15]([O:18][CH3:19])=[CH:14][CH:13]=3)[C:9](=[O:20])[O:8][C:7]([CH2:25]O)([C:21]([F:24])([F:23])[F:22])[C:6]=2[CH:27]=1.CC1C=CC=C(C)N=1.FC(F)(F)S(OS(C(F)(F)F)(=O)=O)(=O)=O.C(=O)([O-])O.[Na+].[N-:56]=[N+:57]=[N-:58].[Na+], predict the reaction product. The product is: [N:56]([CH2:25][C:7]1([C:21]([F:24])([F:23])[F:22])[C:6]2[CH:27]=[C:2]([Br:1])[CH:3]=[CH:4][C:5]=2[N:10]([CH2:11][C:12]2[CH:17]=[CH:16][C:15]([O:18][CH3:19])=[CH:14][CH:13]=2)[C:9](=[O:20])[O:8]1)=[N+:57]=[N-:58]. (2) Given the reactants [NH:1]([CH2:5][CH2:6][OH:7])[CH2:2][CH2:3][OH:4].C(=O)([O-])[O-].[Na+].[Na+].CC(C)=O.[CH:18]1[CH:23]=[CH:22][C:21]([CH2:24][O:25][C:26](Cl)=[O:27])=[CH:20][CH:19]=1, predict the reaction product. The product is: [OH:4][CH2:3][CH2:2][N:1]([CH2:5][CH2:6][OH:7])[C:26](=[O:27])[O:25][CH2:24][C:21]1[CH:22]=[CH:23][CH:18]=[CH:19][CH:20]=1. (3) Given the reactants [CH3:1][C:2]1[CH:17]=[CH:16][C:5]2[N:6]([CH2:9][C:10]3[CH:15]=[CH:14][N:13]=[CH:12][CH:11]=3)[CH:7]=[N:8][C:4]=2[C:3]=1[NH2:18].[Cl:19][C:20]1[CH:25]=[CH:24][C:23]([N:26]=[C:27]=[O:28])=[CH:22][C:21]=1[C:29]([F:32])([F:31])[F:30], predict the reaction product. The product is: [Cl:19][C:20]1[CH:25]=[CH:24][C:23]([NH:26][C:27]([NH:18][C:3]2[C:4]3[N:8]=[CH:7][N:6]([CH2:9][C:10]4[CH:11]=[CH:12][N:13]=[CH:14][CH:15]=4)[C:5]=3[CH:16]=[CH:17][C:2]=2[CH3:1])=[O:28])=[CH:22][C:21]=1[C:29]([F:30])([F:31])[F:32]. (4) Given the reactants ClC[O:3][C:4](=[O:12])[CH:5]([CH2:9][CH2:10][CH3:11])[CH2:6][CH2:7][CH3:8].CCN(CC)CC, predict the reaction product. The product is: [CH2:6]([CH:5]([CH2:9][CH2:10][CH3:11])[C:4]([OH:12])=[O:3])[CH2:7][CH3:8]. (5) Given the reactants [Cl:1][C:2]1[CH:3]=[C:4]([CH:9]2[CH:15]([CH2:16][OH:17])[O:14][CH2:13][CH2:12][N:11]([C:18]([O:20][C:21]([CH3:24])([CH3:23])[CH3:22])=[O:19])[CH2:10]2)[CH:5]=[CH:6][C:7]=1[Cl:8].C(N(CC)CC)C.[CH3:32][S:33](Cl)(=[O:35])=[O:34].O, predict the reaction product. The product is: [Cl:1][C:2]1[CH:3]=[C:4]([CH:9]2[CH:15]([CH2:16][O:17][S:33]([CH3:32])(=[O:35])=[O:34])[O:14][CH2:13][CH2:12][N:11]([C:18]([O:20][C:21]([CH3:24])([CH3:23])[CH3:22])=[O:19])[CH2:10]2)[CH:5]=[CH:6][C:7]=1[Cl:8]. (6) Given the reactants [CH:1](=O)[C:2]1[CH:7]=[CH:6][CH:5]=[CH:4][CH:3]=1.[NH2:9][C:10]1[S:11][CH:12]=[CH:13][C:14]=1[C:15]([O:17][CH3:18])=[O:16].C(O[BH-](OC(=O)C)OC(=O)C)(=O)C.[Na+].C(O)(=O)C, predict the reaction product. The product is: [C:2]1([CH2:1][NH:9][C:10]2[S:11][CH:12]=[CH:13][C:14]=2[C:15]([O:17][CH3:18])=[O:16])[CH:7]=[CH:6][CH:5]=[CH:4][CH:3]=1. (7) Given the reactants [C:1]([C:5]1[CH:9]=[C:8]([NH:10][C:11]([NH:13][C@@H:14]2[C:23]3[C:18](=[CH:19][CH:20]=[CH:21][CH:22]=3)[C@H:17]([O:24][C:25]3[CH:26]=[CH:27][C:28]4[N:29]([C:31]([N:34]5[CH2:39][CH2:38][CH2:37][CH2:36][C@@H:35]5[CH3:40])=[N:32][N:33]=4)[CH:30]=3)[CH2:16][CH2:15]2)=[O:12])[N:7]([C:41]2[CH:42]=[C:43]([CH:50]=[CH:51][CH:52]=2)[CH2:44][O:45]S(C)(=O)=O)[N:6]=1)([CH3:4])([CH3:3])[CH3:2].[NH:53]1[CH2:57][CH2:56][CH2:55][CH2:54]1.C1C[O:61]CC1, predict the reaction product. The product is: [CH:44]([OH:45])=[O:61].[C:1]([C:5]1[CH:9]=[C:8]([NH:10][C:11]([NH:13][C@@H:14]2[C:23]3[C:18](=[CH:19][CH:20]=[CH:21][CH:22]=3)[C@H:17]([O:24][C:25]3[CH:26]=[CH:27][C:28]4[N:29]([C:31]([N:34]5[CH2:39][CH2:38][CH2:37][CH2:36][C@@H:35]5[CH3:40])=[N:32][N:33]=4)[CH:30]=3)[CH2:16][CH2:15]2)=[O:12])[N:7]([C:41]2[CH:52]=[CH:51][CH:50]=[C:43]([CH2:44][N:53]3[CH2:57][CH2:56][CH2:55][CH2:54]3)[CH:42]=2)[N:6]=1)([CH3:2])([CH3:3])[CH3:4]. (8) Given the reactants [CH3:1][NH:2][O:3][CH3:4].C(N(CC)CC)C.[C:12]([C:16]1[O:17][C:18]2[C:24]([S:25](Cl)(=[O:27])=[O:26])=[C:23]([Cl:29])[CH:22]=[CH:21][C:19]=2[N:20]=1)([CH3:15])([CH3:14])[CH3:13], predict the reaction product. The product is: [CH3:4][O:3][N:2]([CH3:1])[S:25]([C:24]1[C:18]2[O:17][C:16]([C:12]([CH3:14])([CH3:13])[CH3:15])=[N:20][C:19]=2[CH:21]=[CH:22][C:23]=1[Cl:29])(=[O:26])=[O:27].